This data is from Full USPTO retrosynthesis dataset with 1.9M reactions from patents (1976-2016). The task is: Predict the reactants needed to synthesize the given product. Given the product [F:21][C:22]([F:35])([F:34])[S:23]([O:14][C:6]1[CH:5]=[CH:4][C:3]2[C:8](=[CH:9][C:10]([F:13])=[C:11]([F:12])[C:2]=2[F:1])[CH:7]=1)(=[O:25])=[O:24], predict the reactants needed to synthesize it. The reactants are: [F:1][C:2]1[C:11]([F:12])=[C:10]([F:13])[CH:9]=[C:8]2[C:3]=1[CH:4]=[CH:5][C:6]([OH:14])=[CH:7]2.N1C=CC=CC=1.[F:21][C:22]([F:35])([F:34])[S:23](O[S:23]([C:22]([F:35])([F:34])[F:21])(=[O:25])=[O:24])(=[O:25])=[O:24].Cl.